Dataset: NCI-60 drug combinations with 297,098 pairs across 59 cell lines. Task: Regression. Given two drug SMILES strings and cell line genomic features, predict the synergy score measuring deviation from expected non-interaction effect. (1) Drug 1: C1CCN(CC1)CCOC2=CC=C(C=C2)C(=O)C3=C(SC4=C3C=CC(=C4)O)C5=CC=C(C=C5)O. Drug 2: CC1C(C(CC(O1)OC2CC(CC3=C2C(=C4C(=C3O)C(=O)C5=C(C4=O)C(=CC=C5)OC)O)(C(=O)CO)O)N)O.Cl. Cell line: A498. Synergy scores: CSS=56.6, Synergy_ZIP=0.943, Synergy_Bliss=3.73, Synergy_Loewe=6.90, Synergy_HSA=5.69. (2) Cell line: DU-145. Drug 2: CC1=C(C=C(C=C1)NC(=O)C2=CC=C(C=C2)CN3CCN(CC3)C)NC4=NC=CC(=N4)C5=CN=CC=C5. Drug 1: CC1=CC2C(CCC3(C2CCC3(C(=O)C)OC(=O)C)C)C4(C1=CC(=O)CC4)C. Synergy scores: CSS=-6.19, Synergy_ZIP=4.51, Synergy_Bliss=2.38, Synergy_Loewe=-4.88, Synergy_HSA=-4.30. (3) Drug 1: CC12CCC3C(C1CCC2O)C(CC4=C3C=CC(=C4)O)CCCCCCCCCS(=O)CCCC(C(F)(F)F)(F)F. Drug 2: CC(C)(C#N)C1=CC(=CC(=C1)CN2C=NC=N2)C(C)(C)C#N. Cell line: 786-0. Synergy scores: CSS=-0.446, Synergy_ZIP=-0.721, Synergy_Bliss=-1.50, Synergy_Loewe=-5.23, Synergy_HSA=-2.45.